Dataset: Forward reaction prediction with 1.9M reactions from USPTO patents (1976-2016). Task: Predict the product of the given reaction. (1) Given the reactants [Cl:1][C:2]1[N:7]=[C:6]([C:8]([NH2:10])=[O:9])[CH:5]=[C:4](Cl)[N:3]=1.Cl.[F:13][C:14]1([F:18])[CH2:17][NH:16][CH2:15]1, predict the reaction product. The product is: [Cl:1][C:2]1[N:7]=[C:6]([C:8]([NH2:10])=[O:9])[CH:5]=[C:4]([N:16]2[CH2:17][C:14]([F:18])([F:13])[CH2:15]2)[N:3]=1. (2) Given the reactants [CH2:1]([O:8][C:9]1[CH:10]=[C:11](I)[CH:12]=[C:13]2[C:18]=1[N:17]=[CH:16][NH:15][C:14]2=[O:19])[C:2]1[CH:7]=[CH:6][CH:5]=[CH:4][CH:3]=1.[H-].[Na+].C([Li])(C)(C)C.[CH:28](=[O:35])[C:29]1[CH:34]=[CH:33][CH:32]=[CH:31][CH:30]=1, predict the reaction product. The product is: [CH2:1]([O:8][C:9]1[CH:10]=[C:11]([CH:28]([OH:35])[C:29]2[CH:34]=[CH:33][CH:32]=[CH:31][CH:30]=2)[CH:12]=[C:13]2[C:18]=1[N:17]=[CH:16][NH:15][C:14]2=[O:19])[C:2]1[CH:7]=[CH:6][CH:5]=[CH:4][CH:3]=1. (3) Given the reactants Br[C:2]1[N:6]([CH:7]([CH3:9])[CH3:8])[C:5]2[CH:10]([C:25]3[CH:30]=[CH:29][C:28]([Cl:31])=[CH:27][CH:26]=3)[N:11]([C:14]3[N:19]=[C:18]4[N:20]([CH3:23])[N:21]=[N:22][C:17]4=[C:16]([CH3:24])[CH:15]=3)[C:12](=[O:13])[C:4]=2[N:3]=1.[CH3:32][O:33][C:34]1[CH:39]=[CH:38][C:37](B(O)O)=[CH:36][N:35]=1, predict the reaction product. The product is: [Cl:31][C:28]1[CH:29]=[CH:30][C:25]([CH:10]2[C:5]3[N:6]([CH:7]([CH3:9])[CH3:8])[C:2]([C:37]4[CH:36]=[N:35][C:34]([O:33][CH3:32])=[CH:39][CH:38]=4)=[N:3][C:4]=3[C:12](=[O:13])[N:11]2[C:14]2[N:19]=[C:18]3[N:20]([CH3:23])[N:21]=[N:22][C:17]3=[C:16]([CH3:24])[CH:15]=2)=[CH:26][CH:27]=1. (4) Given the reactants C(Cl)CCl.C1C=NC2N(O)N=NC=2C=1.[Cl:15][C:16]1[CH:24]=[C:23]([S:25][CH3:26])[C:19]([C:20]([OH:22])=O)=[C:18]([CH3:27])[CH:17]=1.[NH2:28][CH:29]([C:36]1[CH:41]=[CH:40][CH:39]=[CH:38][CH:37]=1)[C:30]([N:33]([CH3:35])[CH3:34])([CH3:32])[CH3:31].[N-]=C=O, predict the reaction product. The product is: [Cl:15][C:16]1[CH:24]=[C:23]([S:25][CH3:26])[C:19]([C:20]([NH:28][CH:29]([C:36]2[CH:37]=[CH:38][CH:39]=[CH:40][CH:41]=2)[C:30]([N:33]([CH3:34])[CH3:35])([CH3:32])[CH3:31])=[O:22])=[C:18]([CH3:27])[CH:17]=1.